From a dataset of Experimentally validated miRNA-target interactions with 360,000+ pairs, plus equal number of negative samples. Binary Classification. Given a miRNA mature sequence and a target amino acid sequence, predict their likelihood of interaction. (1) The miRNA is hsa-miR-6841-3p with sequence ACCUUGCAUCUGCAUCCCCAG. The protein sequence of the target gene is MAPLDLDKYVEIARQCKYLPENDLKRLCDYVCDLLLEESNVQPVSTPVTVCGDIHGQFYDLCELFRTGGQVPDTNYIFMGDFVDRGYYSLETFTYLLALKAKWPDRITLLRGNHESRQITQVYGFYDECQTKYGNANAWRYCTKVFDMLTVAALIDEQILCVHGGLSPDIKTLDQIRTIERNQEIPHKGAFCDLVWSDPEDVDTWAISPRGAGWLFGAKVTNEFVHINNLKLICRAHQLVHEGYKFMFDEKLVTVWSAPNYCYRCGNIASIMVFKDVNTREPKLFRAVPDSERVIPPRTT.... Result: 0 (no interaction). (2) The miRNA is hsa-miR-223-5p with sequence CGUGUAUUUGACAAGCUGAGUU. The protein sequence of the target gene is MAVAVRTLQEQLEKAKESLKNVDENIRKLTGRDPNDVRPIQARLLALSGPGGGRGRGSLLLRRGFSDSGGGPPAKQRDLEGAVSRLGGERRTRRESRQESDPEDDDVKKPALQSSVVATSKERTRRDLIQDQNMDEKGKQRNRRIFGLLMGTLQKFKQESTVATERQKRRQEIEQKLEVQAEEERKQVENERRELFEERRAKQTELRLLEQKVELAQLQEEWNEHNAKIIKYIRTKTKPHLFYIPGRMCPATQKLIEESQRKMNALFEGRRIEFAEQINKMEARPRRQSMKEKEHQVVRN.... Result: 0 (no interaction). (3) The miRNA is hsa-miR-4729 with sequence UCAUUUAUCUGUUGGGAAGCUA. The protein sequence of the target gene is MAGDRLPRKVMDAKKLASLLRGGPGGPLVIDSRSFVEYNSWHVLSSVNICCSKLVKRRLQQGKVTIAELIQPAARSQVEATEPQDVVVYDQSTRDASVLAADSFLSILLSKLDGCFDSVAILTGGFATFSSCFPGLCEGKPAALLPMSLSQPCLPVPSVGLTRILPHLYLGSQKDVLNKDLMTQNGISYVLNASNSCPKPDFICESRFMRVPINDNYCEKLLPWLDKSIEFIDKAKLSSCQVIVHCLAGISRSATIAIAYIMKTMGMSSDDAYRFVKDRRPSISPNFNFLGQLLEYERSL.... Result: 1 (interaction). (4) The miRNA is hsa-miR-335-5p with sequence UCAAGAGCAAUAACGAAAAAUGU. The protein sequence of the target gene is MPNFAGTWKMRSSENFDELLKALGVNAMLRKVAVAAASKPHVEIRQDGDQFYIKTSTTVRTTEINFKVGEGFEEETVDGRKCRSLATWENENKIHCTQTLLEGDGPKTYWTRELANDELILTFGADDVVCTRIYVRE. Result: 1 (interaction). (5) The miRNA is hsa-miR-6715a-3p with sequence CCAAACCAGUCGUGCCUGUGG. The protein sequence of the target gene is MARAALSAAPSNPRLLRVALLLLLLVAAGRRAAGASVATELRCQCLQTLQGIHPKNIQSVNVKSPGPHCAQTEVIATLKNGRKACLNPASPIVKKIIEKMLNSDKSN. Result: 0 (no interaction). (6) The miRNA is hsa-miR-618 with sequence AAACUCUACUUGUCCUUCUGAGU. The protein sequence of the target gene is MSPAPDAAPAPASISLFDLSADAPVFQGLSLVSHAPGEALARAPRTSCSGSGERESPERKLLQGPMDISEKLFCSTCDQTFQNHQEQREHYKLDWHRFNLKQRLKDKPLLSALDFEKQSSTGDLSSISGSEDSDSASEEDLQTLDRERATFEKLSRPPGFYPHRVLFQNAQGQFLYAYRCVLGPHQDPPEEAELLLQNLQSRGPRDCVVLMAAAGHFAGAIFQGREVVTHKTFHRYTVRAKRGTAQGLRDARGGPSHSAGANLRRYNEATLYKDVRDLLAGPSWAKALEEAGTILLRAPR.... Result: 0 (no interaction).